Binary Classification. Given a miRNA mature sequence and a target amino acid sequence, predict their likelihood of interaction. From a dataset of Experimentally validated miRNA-target interactions with 360,000+ pairs, plus equal number of negative samples. (1) The miRNA is hsa-miR-7978 with sequence UCUGGUGUAUAGCGUUGCUCA. The protein sequence of the target gene is MSWSGLLHGLNTSLTCGPALVPRLWATCSMATLNQMHRLGPPKRPPRKLGPTEGRPQLKGVVLCTFTRKPKKPNSANRKCCRVRLSTGREAVCFIPGEGHTLQEHQIVLVEGGRTQDLPGVKLTVVRGKYDCGHVQKK. Result: 0 (no interaction). (2) Result: 1 (interaction). The miRNA is hsa-miR-944 with sequence AAAUUAUUGUACAUCGGAUGAG. The protein sequence of the target gene is MVCGGFACSKNCLCALNLLYTLVSLLLIGIAAWGIGFGLISSLRVVGVVIAVGIFLFLIALVGLIGAVKHHQVLLFFYMIILLLVFIVQFSVSCACLALNQEQQGQLLEVGWNNTASARNDIQRNLNCCGFRSVNPNDTCLASCVKSDHSCSPCAPIIGEYAGEVLRFVGGIGLFFSFTEILGVWLTYRYRNQKDPRANPSAFL. (3) The miRNA is hsa-miR-1289 with sequence UGGAGUCCAGGAAUCUGCAUUUU. The protein sequence of the target gene is MSSEVIRGTAEMVLAELYVSDREGNDATGDGTKEKPFKTGLKALMTVGKEPFPTIYVDSQKENERWDVISKSQMKNIKKMWHREQMKNDSREKKEAEDNLRREKNLEEAKKIIIKNDPSLPEPACVKISALEGYRGQRVKVFGWVHRLRRQGKNLMFLVLRDGTGYLQCVLSDDLCQCYNGVVLSTESSVAVYGTLNLTPKGKQAPGGHELSCDFWELVGLAPAGGADNLINEESDVDVQLNNRHMMIRGENMSKILKARSMITRCFRDHFFDRGYCEVTTPTLVQTQVEGGATLFKLDY.... Result: 0 (no interaction).